This data is from Peptide-MHC class II binding affinity with 134,281 pairs from IEDB. The task is: Regression. Given a peptide amino acid sequence and an MHC pseudo amino acid sequence, predict their binding affinity value. This is MHC class II binding data. The peptide sequence is RGTHPFSRIRDGLQY. The MHC is HLA-DQA10201-DQB10301 with pseudo-sequence HLA-DQA10201-DQB10301. The binding affinity (normalized) is 0.245.